From a dataset of Reaction yield outcomes from USPTO patents with 853,638 reactions. Predict the reaction yield, written as a fraction of the theoretical maximum amount of product (1.0 means a 100% yield; for example, 0.34 means a 34% yield). (1) The reactants are [CH3:1][O:2][C:3]1[CH:8]=[CH:7][C:6]([C:9]2[S:13][C:12]([C:14](Cl)=[O:15])=[CH:11][CH:10]=2)=[CH:5][CH:4]=1.[NH2:17][C:18]1[CH:23]=[CH:22][C:21]([N:24]2[CH2:28][CH2:27][C@H:26]([NH:29][C:30](=[O:36])[O:31][C:32]([CH3:35])([CH3:34])[CH3:33])[CH2:25]2)=[CH:20][C:19]=1[Br:37]. No catalyst specified. The product is [Br:37][C:19]1[CH:20]=[C:21]([N:24]2[CH2:28][CH2:27][C@H:26]([NH:29][C:30](=[O:36])[O:31][C:32]([CH3:34])([CH3:33])[CH3:35])[CH2:25]2)[CH:22]=[CH:23][C:18]=1[NH:17][C:14]([C:12]1[S:13][C:9]([C:6]2[CH:7]=[CH:8][C:3]([O:2][CH3:1])=[CH:4][CH:5]=2)=[CH:10][CH:11]=1)=[O:15]. The yield is 0.390. (2) The reactants are [F:1][C:2]([F:13])([F:12])[C:3]1[CH:4]=[C:5]([CH:9]=[CH:10][CH:11]=1)[C:6](Cl)=[O:7].C(N(CC)C(C)C)(C)C.[Br:23][C:24]1[CH:28]=[N:27][N:26]([CH3:29])[C:25]=1[C:30]1[CH:31]=[C:32]([CH:34]=[CH:35][C:36]=1[O:37][CH2:38][C:39]([CH3:44])([N+:41]([O-])=O)[CH3:40])[NH2:33].C(O)(=O)C.[OH-].[NH4+]. The catalyst is ClCCl.[Zn]. The product is [NH2:41][C:39]([CH3:44])([CH3:40])[CH2:38][O:37][C:36]1[CH:35]=[CH:34][C:32]([NH:33][C:6](=[O:7])[C:5]2[CH:9]=[CH:10][CH:11]=[C:3]([C:2]([F:13])([F:12])[F:1])[CH:4]=2)=[CH:31][C:30]=1[C:25]1[N:26]([CH3:29])[N:27]=[CH:28][C:24]=1[Br:23]. The yield is 0.740. (3) The reactants are C(OC(=O)[NH:7][CH2:8][CH2:9][CH2:10][N:11]([CH:21]([C:25]1[C:34]([CH2:35][C:36]2[CH:41]=[CH:40][CH:39]=[CH:38][CH:37]=2)=[N:33][C:32]2[C:27](=[CH:28][C:29]([Cl:42])=[CH:30][CH:31]=2)[N:26]=1)[CH:22]1[CH2:24][CH2:23]1)[C:12](=[O:20])[C:13]1[CH:18]=[CH:17][C:16]([CH3:19])=[CH:15][CH:14]=1)(C)(C)C.[C:44]([OH:50])([C:46]([F:49])([F:48])[F:47])=[O:45]. The catalyst is C(Cl)Cl. The product is [F:47][C:46]([F:49])([F:48])[C:44]([OH:50])=[O:45].[NH2:7][CH2:8][CH2:9][CH2:10][N:11]([CH:21]([C:25]1[C:34]([CH2:35][C:36]2[CH:37]=[CH:38][CH:39]=[CH:40][CH:41]=2)=[N:33][C:32]2[C:27](=[CH:28][C:29]([Cl:42])=[CH:30][CH:31]=2)[N:26]=1)[CH:22]1[CH2:23][CH2:24]1)[C:12](=[O:20])[C:13]1[CH:14]=[CH:15][C:16]([CH3:19])=[CH:17][CH:18]=1. The yield is 0.910. (4) The reactants are C([O:5][C:6](=[O:16])[CH2:7][N:8]1[CH2:13][CH2:12][CH2:11][N:10]([CH3:14])[C:9]1=[O:15])(C)(C)C.C(O)(C(F)(F)F)=O. The catalyst is ClCCl. The product is [CH3:14][N:10]1[CH2:11][CH2:12][CH2:13][N:8]([CH2:7][C:6]([OH:16])=[O:5])[C:9]1=[O:15]. The yield is 0.990. (5) The reactants are [C:1](/[C:3](=[C:9](/SC)\[N:10]1[CH2:14][CH2:13][CH2:12][CH2:11]1)/[C:4]([O:6]CC)=O)#[N:2].C1CCN2C(=NCCC2)CC1.[CH3:28][NH:29][NH2:30]. The catalyst is C(#N)C.O. The product is [CH3:28][N:29]1[C:9]([N:10]2[CH2:11][CH2:12][CH2:13][CH2:14]2)=[C:3]([C:1]#[N:2])[C:4](=[O:6])[NH:30]1. The yield is 0.250. (6) The reactants are Br[C:2]1[C:6]([Br:7])=[CH:5][S:4][CH:3]=1.[CH3:8][O:9][C:10]1[CH:15]=[CH:14][C:13](B(O)O)=[CH:12][CH:11]=1.C(=O)([O-])[O-].[Na+].[Na+].C1(C)C=CC=CC=1. The catalyst is C(O)C.O.C1C=CC([P]([Pd]([P](C2C=CC=CC=2)(C2C=CC=CC=2)C2C=CC=CC=2)([P](C2C=CC=CC=2)(C2C=CC=CC=2)C2C=CC=CC=2)[P](C2C=CC=CC=2)(C2C=CC=CC=2)C2C=CC=CC=2)(C2C=CC=CC=2)C2C=CC=CC=2)=CC=1. The product is [Br:7][C:6]1[C:2]([C:13]2[CH:14]=[CH:15][C:10]([O:9][CH3:8])=[CH:11][CH:12]=2)=[CH:3][S:4][CH:5]=1. The yield is 0.306. (7) The reactants are Cl[C:2](OC1C=CC([N+]([O-])=O)=CC=1)=[O:3].[CH2:14]([C:18]1[CH:19]=[C:20]([CH:39]=[C:40]([OH:42])[CH:41]=1)[O:21][CH2:22][C:23]1[C:31]2[C:26](=[CH:27][CH:28]=[CH:29][CH:30]=2)[N:25]([C:32]([O:34][C:35]([CH3:38])([CH3:37])[CH3:36])=[O:33])[CH:24]=1)[CH2:15][CH2:16][CH3:17].C(N(C(C)C)CC)(C)C.[CH3:52][N:53]1[CH2:58][CH2:57][N:56]([CH2:59][CH2:60][NH2:61])[CH2:55][CH2:54]1. The catalyst is ClCCl. The product is [CH2:14]([C:18]1[CH:19]=[C:20]([CH:39]=[C:40]([O:42][C:2](=[O:3])[NH:61][CH2:60][CH2:59][N:56]2[CH2:57][CH2:58][N:53]([CH3:52])[CH2:54][CH2:55]2)[CH:41]=1)[O:21][CH2:22][C:23]1[C:31]2[C:26](=[CH:27][CH:28]=[CH:29][CH:30]=2)[N:25]([C:32]([O:34][C:35]([CH3:37])([CH3:36])[CH3:38])=[O:33])[CH:24]=1)[CH2:15][CH2:16][CH3:17]. The yield is 0.400. (8) The reactants are Cl[C:2]1[C:3]2[CH2:10][CH2:9][N:8]([CH2:11][C:12]3[CH:17]=[CH:16][C:15]([O:18][CH3:19])=[CH:14][CH:13]=3)[C:4]=2[N:5]=[CH:6][N:7]=1.[C:20]([N:27]1[CH2:32][CH2:31][NH:30][CH2:29][CH2:28]1)([O:22][C:23]([CH3:26])([CH3:25])[CH3:24])=[O:21].C(O[K])(C)(C)C. The catalyst is CN1C(=O)CCC1.C(OCC)(=O)C. The product is [C:23]([O:22][C:20]([N:27]1[CH2:32][CH2:31][N:30]([C:2]2[C:3]3[CH2:10][CH2:9][N:8]([CH2:11][C:12]4[CH:17]=[CH:16][C:15]([O:18][CH3:19])=[CH:14][CH:13]=4)[C:4]=3[N:5]=[CH:6][N:7]=2)[CH2:29][CH2:28]1)=[O:21])([CH3:26])([CH3:24])[CH3:25]. The yield is 0.570. (9) The reactants are [Cl:1][C:2]1[C:10]2[N:9]=[C:8]3[N:11]([C:15]4[CH:20]=[CH:19][C:18]([Cl:21])=[CH:17][C:16]=4[Cl:22])[CH2:12][CH2:13][CH2:14][N:7]3[C:6]=2[C:5]([CH:23]([CH2:31][CH3:32])[CH2:24][C:25](N(OC)C)=[O:26])=[CH:4][CH:3]=1.[CH3:33][Mg]Br.[Cl-].[NH4+]. The catalyst is O1CCCC1. The product is [Cl:1][C:2]1[C:10]2[N:9]=[C:8]3[N:11]([C:15]4[CH:20]=[CH:19][C:18]([Cl:21])=[CH:17][C:16]=4[Cl:22])[CH2:12][CH2:13][CH2:14][N:7]3[C:6]=2[C:5]([CH:23]([CH2:31][CH3:32])[CH2:24][C:25](=[O:26])[CH3:33])=[CH:4][CH:3]=1. The yield is 0.710.